Dataset: Full USPTO retrosynthesis dataset with 1.9M reactions from patents (1976-2016). Task: Predict the reactants needed to synthesize the given product. (1) Given the product [NH2:26][C:24]1[S:25][CH:2]([C:16]2[CH:21]=[CH:20][CH:19]=[CH:18][CH:17]=2)[C:3]([C:5]2[CH:6]=[CH:7][C:8]3[O:13][CH2:12][C:11](=[O:14])[NH:10][C:9]=3[CH:15]=2)=[N:22][N:23]=1, predict the reactants needed to synthesize it. The reactants are: Br[CH:2]([C:16]1[CH:21]=[CH:20][CH:19]=[CH:18][CH:17]=1)[C:3]([C:5]1[CH:6]=[CH:7][C:8]2[O:13][CH2:12][C:11](=[O:14])[NH:10][C:9]=2[CH:15]=1)=O.[NH2:22][NH:23][C:24]([NH2:26])=[S:25].C([O-])(O)=O.[Na+]. (2) Given the product [CH3:14][C:15]1[CH:21]=[C:20]([CH3:22])[CH:19]=[CH:18][C:16]=1[NH:17][C:2]1[CH:7]=[CH:6][C:5]([C:8]2[CH:13]=[CH:12][CH:11]=[CH:10][CH:9]=2)=[CH:4][CH:3]=1, predict the reactants needed to synthesize it. The reactants are: Br[C:2]1[CH:7]=[CH:6][C:5]([C:8]2[CH:13]=[CH:12][CH:11]=[CH:10][CH:9]=2)=[CH:4][CH:3]=1.[CH3:14][C:15]1[CH:21]=[C:20]([CH3:22])[CH:19]=[CH:18][C:16]=1[NH2:17].C(=O)([O-])[O-].[Cs+].[Cs+].C1C=CC(P(C2C(C3C(P(C4C=CC=CC=4)C4C=CC=CC=4)=CC=C4C=3C=CC=C4)=C3C(C=CC=C3)=CC=2)C2C=CC=CC=2)=CC=1. (3) Given the product [CH2:1]([C:5]1[N:23]=[C:8]2[C:9]([C:21]#[N:22])=[C:10]([CH3:20])[C:11]([C:14]3[CH:19]=[CH:18][CH:17]=[CH:16][CH:15]=3)=[C:12]([Cl:26])[N:7]2[N:6]=1)[CH2:2][CH2:3][CH3:4], predict the reactants needed to synthesize it. The reactants are: [CH2:1]([C:5]1[NH:23][C:8]2=[C:9]([C:21]#[N:22])[C:10]([CH3:20])=[C:11]([C:14]3[CH:19]=[CH:18][CH:17]=[CH:16][CH:15]=3)[C:12](=O)[N:7]2[N:6]=1)[CH2:2][CH2:3][CH3:4].P(Cl)(Cl)([Cl:26])=O. (4) Given the product [Cl:1][C:2]1[CH:3]=[CH:4][C:5]([C:8]2([CH:11]3[C:20]4[C:15](=[CH:16][CH:17]=[C:18]([O:21][CH2:22][CH2:23][NH:24][S:25]([C:28]5[CH:32]=[N:31][CH:33]=[CH:36][CH:29]=5)(=[O:27])=[O:26])[CH:19]=4)[CH2:14][CH2:13][NH:12]3)[CH2:10][CH2:9]2)=[CH:6][CH:7]=1, predict the reactants needed to synthesize it. The reactants are: [Cl:1][C:2]1[CH:7]=[CH:6][C:5]([C:8]2([C:11]3[C:20]4[C:15](=[CH:16][CH:17]=[C:18]([O:21][CH2:22][CH2:23][NH:24][S:25]([C:28]5[CH:29]=N[N:31]([CH3:33])[CH:32]=5)(=[O:27])=[O:26])[CH:19]=4)[CH2:14][CH2:13][N:12]=3)[CH2:10][CH2:9]2)=[CH:4][CH:3]=1.[BH4-].[Na+].[CH3:36]O. (5) Given the product [C:1]([C:4]1[C@@H:5]([C:29]2[CH:30]=[CH:31][CH:32]=[C:33]3[C:38]=2[O:37][C:36]([CH3:39])=[CH:35][C:34]3=[O:40])[C:6]([C:12]([OH:14])=[O:13])=[C:7]([CH3:11])[NH:8][C:9]=1[CH3:10])(=[O:3])[CH3:2], predict the reactants needed to synthesize it. The reactants are: [C:1]([C:4]1[C@@H:5]([C:29]2[CH:30]=[CH:31][CH:32]=[C:33]3[C:38]=2[O:37][C:36]([CH3:39])=[CH:35][C:34]3=[O:40])[C:6]([C:12]([O:14][C@H]2CC(=O)N(CC3C=CC=CC=3)C2=O)=[O:13])=[C:7]([CH3:11])[NH:8][C:9]=1[CH3:10])(=[O:3])[CH3:2].C1CCN2C(=NCCC2)CC1.O.Cl. (6) Given the product [Cl:8][C:6]1[CH:7]=[C:2]([NH:20][CH3:19])[N:3]=[C:4]([S:9][CH2:10][C:11]2[CH:16]=[CH:15][C:14]([O:17][CH3:18])=[CH:13][CH:12]=2)[N:5]=1, predict the reactants needed to synthesize it. The reactants are: Cl[C:2]1[CH:7]=[C:6]([Cl:8])[N:5]=[C:4]([S:9][CH2:10][C:11]2[CH:16]=[CH:15][C:14]([O:17][CH3:18])=[CH:13][CH:12]=2)[N:3]=1.[CH3:19][NH2:20].CO.